Task: Predict the reactants needed to synthesize the given product.. Dataset: Full USPTO retrosynthesis dataset with 1.9M reactions from patents (1976-2016) The reactants are: C(Cl)(Cl)(Cl)Cl.[CH3:6][C:7]1[CH:15]=[CH:14][C:10]([C:11]([OH:13])=[O:12])=[CH:9][C:8]=1[B:16]1[O:20][C:19]([CH3:22])([CH3:21])[C:18]([CH3:24])([CH3:23])[O:17]1.[Br:25]N1C(=O)CCC1=O.N(/C1(C#N)CCCCC1)=N\C1(C#N)CCCCC1. Given the product [Br:25][CH2:6][C:7]1[CH:15]=[CH:14][C:10]([C:11]([OH:13])=[O:12])=[CH:9][C:8]=1[B:16]1[O:17][C:18]([CH3:24])([CH3:23])[C:19]([CH3:22])([CH3:21])[O:20]1, predict the reactants needed to synthesize it.